Dataset: Full USPTO retrosynthesis dataset with 1.9M reactions from patents (1976-2016). Task: Predict the reactants needed to synthesize the given product. (1) Given the product [CH2:1]1[CH:5]2[CH:6]3[CH:10]=[CH:9][CH:8]([CH:4]2[CH:3]=[CH:2]1)[CH2:7]3.[CH2:11]1[CH:15]2[CH:16]3[CH:20]4[CH:21]5[CH:25]=[CH:24][CH:23]([CH:19]4[CH:18]([CH:14]2[CH:13]=[CH:12]1)[CH2:17]3)[CH2:22]5, predict the reactants needed to synthesize it. The reactants are: [CH2:1]1[CH:5]2[CH:6]3[CH:10]=[CH:9][CH:8]([CH:4]2[CH:3]=[CH:2]1)[CH2:7]3.[CH2:11]1[CH:15]2[CH:16]3[CH:20]4[CH:21]5[CH:25]=[CH:24][CH:23]([CH:19]4[CH:18]([CH:14]2[CH:13]=[CH:12]1)[CH2:17]3)[CH2:22]5. (2) The reactants are: COC1C=C(OC)C=CC=1C[N:6]([C:30]1[CH:35]=[CH:34][N:33]=[CH:32][N:31]=1)[S:7]([C:10]1[C:15]([F:16])=[CH:14][C:13]([O:17][C@H:18]2[CH2:22][CH2:21][CH2:20][C@@H:19]2[C:23]2[N:27]([CH3:28])[N:26]=[CH:25][CH:24]=2)=[CH:12][C:11]=1[F:29])(=[O:9])=[O:8].C([SiH](CC)CC)C.FC(F)(F)C(O)=O. Given the product [F:16][C:15]1[CH:14]=[C:13]([O:17][C@H:18]2[CH2:22][CH2:21][CH2:20][C@@H:19]2[C:23]2[N:27]([CH3:28])[N:26]=[CH:25][CH:24]=2)[CH:12]=[C:11]([F:29])[C:10]=1[S:7]([NH:6][C:30]1[CH:35]=[CH:34][N:33]=[CH:32][N:31]=1)(=[O:8])=[O:9], predict the reactants needed to synthesize it. (3) Given the product [Br:10][CH2:8][C:5]1[CH:6]=[CH:7][C:2]([Cl:1])=[CH:3][C:4]=1[I:9], predict the reactants needed to synthesize it. The reactants are: [Cl:1][C:2]1[CH:7]=[CH:6][C:5]([CH3:8])=[C:4]([I:9])[CH:3]=1.[Br:10]N1C(=O)CCC1=O. (4) Given the product [F:12][C:9]([F:10])([F:11])[C:3]1[C:2]([Cl:1])=[CH:7][CH:6]=[CH:5][C:4]=1[CH2:8][Br:13], predict the reactants needed to synthesize it. The reactants are: [Cl:1][C:2]1[CH:7]=[CH:6][CH:5]=[C:4]([CH3:8])[C:3]=1[C:9]([F:12])([F:11])[F:10].[Br:13]N1C(=O)CCC1=O.C(OOC(=O)C1C=CC=CC=1)(=O)C1C=CC=CC=1.O. (5) Given the product [Br:4][C:5]1[CH:12]=[C:11]([O:13][C:14]2[CH:15]=[CH:16][CH:17]=[CH:18][CH:19]=2)[CH:10]=[CH:9][C:6]=1[CH:7]1[CH2:20][O:8]1, predict the reactants needed to synthesize it. The reactants are: [H-].[Na+].[I-].[Br:4][C:5]1[CH:12]=[C:11]([O:13][C:14]2[CH:19]=[CH:18][CH:17]=[CH:16][CH:15]=2)[CH:10]=[CH:9][C:6]=1[CH:7]=[O:8].[CH3:20]S(C)=O. (6) Given the product [O:14]=[C:11]1[N:10]2[CH:4]([CH2:1][CH:2]3[O:22][N:21]=[C:20]([C:18]([O:17][CH2:16][CH3:15])=[O:19])[CH2:3]3)[CH2:5][CH2:6][CH2:7][CH2:8][C:9]2=[N:13][O:12]1, predict the reactants needed to synthesize it. The reactants are: [CH2:1]([CH:4]1[N:10]2[C:11](=[O:14])[O:12][N:13]=[C:9]2[CH2:8][CH2:7][CH2:6][CH2:5]1)[CH:2]=[CH2:3].[CH3:15][CH2:16][O:17][C:18](/[C:20](/Cl)=[N:21]\[OH:22])=[O:19]. (7) The reactants are: [Cl:1][C:2]1[N:3]=[N:4][C:5]([Cl:8])=[CH:6][CH:7]=1.[Cl-:9].[Cl-].[Cl-].[Al+3].ClCl. Given the product [Cl:1][C:2]1[N:3]=[N:4][C:5]([Cl:8])=[CH:6][C:7]=1[Cl:9], predict the reactants needed to synthesize it. (8) Given the product [Br:27][C:28]1[CH:29]=[CH:30][C:31]([C:34]2[O:38][N:37]=[C:36]([CH3:39])[C:35]=2[C@@H:40]([OH:41])[C:25]#[CH:26])=[CH:32][CH:33]=1, predict the reactants needed to synthesize it. The reactants are: C[C@@H](N(C)C)[C@@H](O)C1C=CC=CC=1.C(N(CC)CC)C.C[Si]([C:25]#[CH:26])(C)C.[Br:27][C:28]1[CH:33]=[CH:32][C:31]([C:34]2[O:38][N:37]=[C:36]([CH3:39])[C:35]=2[CH:40]=[O:41])=[CH:30][CH:29]=1. (9) Given the product [OH:19][C:15]1([CH3:18])[CH2:16][CH2:17][C@@H:12]([NH2:11])[C@@H:13]([NH2:20])[CH2:14]1, predict the reactants needed to synthesize it. The reactants are: C(OC([NH:11][C@@H:12]1[CH2:17][CH2:16][C:15]([OH:19])([CH3:18])[CH2:14][C@@H:13]1[NH:20]C(OCC1C=CC=CC=1)=O)=O)C1C=CC=CC=1.[H][H].